Dataset: Forward reaction prediction with 1.9M reactions from USPTO patents (1976-2016). Task: Predict the product of the given reaction. The product is: [Br:18][C:10]1[CH:11]=[CH:12][C:7]([NH:6][C:4](=[O:5])[C:3]2[CH:14]=[CH:15][CH:16]=[CH:17][C:2]=2[CH3:1])=[CH:8][C:9]=1[CH3:13]. Given the reactants [CH3:1][C:2]1[CH:17]=[CH:16][CH:15]=[CH:14][C:3]=1[C:4]([NH:6][C:7]1[CH:8]=[C:9]([CH3:13])[CH:10]=[CH:11][CH:12]=1)=[O:5].[Br:18]Br, predict the reaction product.